Dataset: NCI-60 drug combinations with 297,098 pairs across 59 cell lines. Task: Regression. Given two drug SMILES strings and cell line genomic features, predict the synergy score measuring deviation from expected non-interaction effect. (1) Drug 1: CC1C(C(CC(O1)OC2CC(CC3=C2C(=C4C(=C3O)C(=O)C5=C(C4=O)C(=CC=C5)OC)O)(C(=O)C)O)N)O.Cl. Drug 2: CC(C)NC(=O)C1=CC=C(C=C1)CNNC.Cl. Cell line: ACHN. Synergy scores: CSS=39.3, Synergy_ZIP=5.79, Synergy_Bliss=8.06, Synergy_Loewe=-11.3, Synergy_HSA=8.18. (2) Drug 1: CC1=C(C(=CC=C1)Cl)NC(=O)C2=CN=C(S2)NC3=CC(=NC(=N3)C)N4CCN(CC4)CCO. Drug 2: CC(C)(C#N)C1=CC(=CC(=C1)CN2C=NC=N2)C(C)(C)C#N. Cell line: HCT116. Synergy scores: CSS=-3.77, Synergy_ZIP=1.38, Synergy_Bliss=-0.612, Synergy_Loewe=-5.84, Synergy_HSA=-4.40. (3) Drug 1: C#CCC(CC1=CN=C2C(=N1)C(=NC(=N2)N)N)C3=CC=C(C=C3)C(=O)NC(CCC(=O)O)C(=O)O. Drug 2: C(CN)CNCCSP(=O)(O)O. Cell line: UO-31. Synergy scores: CSS=-2.05, Synergy_ZIP=1.87, Synergy_Bliss=0.937, Synergy_Loewe=-3.86, Synergy_HSA=-3.34. (4) Drug 1: CC1=C2C(C(=O)C3(C(CC4C(C3C(C(C2(C)C)(CC1OC(=O)C(C(C5=CC=CC=C5)NC(=O)OC(C)(C)C)O)O)OC(=O)C6=CC=CC=C6)(CO4)OC(=O)C)OC)C)OC. Drug 2: C(CCl)NC(=O)N(CCCl)N=O. Cell line: HT29. Synergy scores: CSS=35.2, Synergy_ZIP=2.85, Synergy_Bliss=-0.362, Synergy_Loewe=-38.9, Synergy_HSA=-1.29. (5) Drug 1: CN(C)C1=NC(=NC(=N1)N(C)C)N(C)C. Drug 2: B(C(CC(C)C)NC(=O)C(CC1=CC=CC=C1)NC(=O)C2=NC=CN=C2)(O)O. Cell line: NCI-H226. Synergy scores: CSS=6.84, Synergy_ZIP=2.09, Synergy_Bliss=10.4, Synergy_Loewe=8.80, Synergy_HSA=7.82.